Dataset: Reaction yield outcomes from USPTO patents with 853,638 reactions. Task: Predict the reaction yield, written as a fraction of the theoretical maximum amount of product (1.0 means a 100% yield; for example, 0.34 means a 34% yield). (1) The reactants are Cl[C:2]1[CH:7]=[C:6]([CH3:8])[C:5]([N+:9]([O-:11])=[O:10])=[CH:4][N:3]=1.[NH:12]([CH3:14])[CH3:13]. The catalyst is C1COCC1. The product is [CH3:13][N:12]([CH3:14])[C:2]1[CH:7]=[C:6]([CH3:8])[C:5]([N+:9]([O-:11])=[O:10])=[CH:4][N:3]=1. The yield is 1.00. (2) The reactants are C([O:3][C:4](=[O:23])[C:5]([CH:7]1[CH2:12][CH2:11][N:10](C(OCC2C=CC=CC=2)=O)[CH2:9][CH2:8]1)=[CH2:6])C.Cl. The catalyst is O1CCOCC1. The product is [NH:10]1[CH2:11][CH2:12][CH:7]([C:5](=[CH2:6])[C:4]([OH:23])=[O:3])[CH2:8][CH2:9]1. The yield is 1.00. (3) The reactants are [OH-].[Na+].C([O:5][C:6](=[O:15])[C:7]1[C:12]([Cl:13])=[CH:11][C:10]([Cl:14])=[N:9][CH:8]=1)C.C1COCC1.CO.O.Cl. The catalyst is CCOC(C)=O.CCOCC. The product is [Cl:13][C:12]1[C:7]([C:6]([OH:15])=[O:5])=[CH:8][N:9]=[C:10]([Cl:14])[CH:11]=1. The yield is 0.960. (4) The reactants are [SH:1][C:2]1[N:3]=[C:4]([N:16]2[CH2:20][CH2:19][CH2:18][CH2:17]2)[C:5]2[CH2:6][CH2:7][C:8]([CH3:15])([CH3:14])[CH2:9][C:10]=2[C:11]=1[C:12]#[N:13].C(=O)([O-])[O-].[K+].[K+].Cl[CH2:28][C:29]([NH2:31])=[O:30]. The catalyst is C(O)C. The product is [NH2:13][C:12]1[C:11]2[C:10]3[CH2:9][C:8]([CH3:14])([CH3:15])[CH2:7][CH2:6][C:5]=3[C:4]([N:16]3[CH2:17][CH2:18][CH2:19][CH2:20]3)=[N:3][C:2]=2[S:1][C:28]=1[C:29]([NH2:31])=[O:30]. The yield is 0.710. (5) The reactants are [NH:1]1[CH2:6][CH2:5][CH2:4][C@H:3]([NH:7][C:8](=[O:14])[O:9][C:10]([CH3:13])([CH3:12])[CH3:11])[CH2:2]1.Br[C:16]1[C:24]([F:25])=[CH:23][C:22]([C:26]#[N:27])=[C:21]2[C:17]=1[C:18]([CH3:29])=[C:19]([CH3:28])[NH:20]2.C(=O)([O-])[O-].[Cs+].[Cs+].C1C=CC(P(C2C(C3C(P(C4C=CC=CC=4)C4C=CC=CC=4)=CC=C4C=3C=CC=C4)=C3C(C=CC=C3)=CC=2)C2C=CC=CC=2)=CC=1. The catalyst is O1CCOCC1.C(OCC)(=O)C.C1C=CC(/C=C/C(/C=C/C2C=CC=CC=2)=O)=CC=1.C1C=CC(/C=C/C(/C=C/C2C=CC=CC=2)=O)=CC=1.C1C=CC(/C=C/C(/C=C/C2C=CC=CC=2)=O)=CC=1.[Pd].[Pd]. The product is [C:10]([O:9][C:8](=[O:14])[NH:7][C@H:3]1[CH2:4][CH2:5][CH2:6][N:1]([C:16]2[C:24]([F:25])=[CH:23][C:22]([C:26]#[N:27])=[C:21]3[C:17]=2[C:18]([CH3:29])=[C:19]([CH3:28])[NH:20]3)[CH2:2]1)([CH3:11])([CH3:13])[CH3:12]. The yield is 0.860. (6) The reactants are Cl[CH2:2][C:3]1[C:4]([S:9][CH:10]2[CH2:13][CH2:12][CH2:11]2)=[N:5][CH:6]=[CH:7][CH:8]=1.C[O:15][C:16](=[O:27])[CH2:17][CH2:18][C:19]1[CH:24]=[CH:23][C:22]([OH:25])=[C:21]([F:26])[CH:20]=1. No catalyst specified. The product is [CH:10]1([S:9][C:4]2[C:3]([CH2:2][O:25][C:22]3[CH:23]=[CH:24][C:19]([CH2:18][CH2:17][C:16]([OH:27])=[O:15])=[CH:20][C:21]=3[F:26])=[CH:8][CH:7]=[CH:6][N:5]=2)[CH2:13][CH2:12][CH2:11]1. The yield is 0.820.